This data is from Forward reaction prediction with 1.9M reactions from USPTO patents (1976-2016). The task is: Predict the product of the given reaction. (1) The product is: [CH3:1][O:2][C:3](=[O:26])[C@@H:4]([O:23][CH2:24][CH3:25])[CH2:5][C:7]1[CH:12]=[CH:11][C:10]([OH:13])=[CH:9][C:8]=1[O:21][CH3:22]. Given the reactants [CH3:1][O:2][C:3](=[O:26])[C@@H:4]([O:23][CH2:24][CH3:25])[C@@H:5]([C:7]1[CH:12]=[CH:11][C:10]([O:13]CC2C=CC=CC=2)=[CH:9][C:8]=1[O:21][CH3:22])O.O.O.C(O)(=O)C(O)=O, predict the reaction product. (2) Given the reactants [Cl:1][C:2]1[CH:14]=[CH:13][C:5]([O:6][C:7]([CH3:12])([CH3:11])[C:8](Cl)=[O:9])=[CH:4][CH:3]=1.[CH3:15][O:16][C:17](=[O:41])[CH2:18][C:19]1[CH:20]=[C:21]([C:27]2[CH:32]=[CH:31][C:30]([C:33]([F:36])([F:35])[F:34])=[CH:29][C:28]=2[CH2:37][NH:38][CH2:39][CH3:40])[C:22]([O:25][CH3:26])=[CH:23][CH:24]=1.C(N(CC)CC)C, predict the reaction product. The product is: [CH3:15][O:16][C:17](=[O:41])[CH2:18][C:19]1[CH:20]=[C:21]([C:27]2[CH:32]=[CH:31][C:30]([C:33]([F:34])([F:36])[F:35])=[CH:29][C:28]=2[CH2:37][N:38]([C:8](=[O:9])[C:7]([O:6][C:5]2[CH:13]=[CH:14][C:2]([Cl:1])=[CH:3][CH:4]=2)([CH3:12])[CH3:11])[CH2:39][CH3:40])[C:22]([O:25][CH3:26])=[CH:23][CH:24]=1.